From a dataset of Forward reaction prediction with 1.9M reactions from USPTO patents (1976-2016). Predict the product of the given reaction. (1) Given the reactants [CH3:1][O:2][C@H:3]([CH3:9])[C@@H:4]([C:6]([OH:8])=[O:7])[NH2:5].[OH-].[Na+].Cl[C:13]([O:15][CH3:16])=[O:14].Cl, predict the reaction product. The product is: [CH3:1][O:2][C@H:3]([CH3:9])[C@H:4]([NH:5][C:13]([O:15][CH3:16])=[O:14])[C:6]([OH:8])=[O:7]. (2) Given the reactants [Cl:1][C:2]1[CH:3]=[C:4]([C:14]([O:16][CH3:17])=[O:15])[C:5]2[O:9][C:8]([CH2:10][CH2:11][OH:12])=[CH:7][C:6]=2[CH:13]=1.CC(OI1(OC(C)=O)(OC(C)=O)OC(=O)C2C=CC=CC1=2)=O, predict the reaction product. The product is: [Cl:1][C:2]1[CH:3]=[C:4]([C:14]([O:16][CH3:17])=[O:15])[C:5]2[O:9][C:8]([CH2:10][CH:11]=[O:12])=[CH:7][C:6]=2[CH:13]=1. (3) Given the reactants [NH:1]1[CH2:6][CH2:5][CH:4]([CH2:7][CH2:8][OH:9])[CH2:3][CH2:2]1.CCN(CC)CC.[F:17][C:18]([F:29])([F:28])[C:19](O[C:19](=[O:20])[C:18]([F:29])([F:28])[F:17])=[O:20], predict the reaction product. The product is: [F:17][C:18]([F:29])([F:28])[C:19]([N:1]1[CH2:6][CH2:5][CH:4]([CH2:7][CH2:8][OH:9])[CH2:3][CH2:2]1)=[O:20]. (4) Given the reactants [CH3:1][C:2]1[CH:10]=[C:9]([CH3:11])[CH:8]=[CH:7][C:3]=1[C:4]([OH:6])=O.Cl.CN(C)CCCN=C=NCC.CN1CCOCC1.Cl.[CH3:32][O:33][C:34](=[O:38])[C@H:35]([CH3:37])[NH2:36], predict the reaction product. The product is: [CH3:32][O:33][C:34](=[O:38])[C@H:35]([CH3:37])[NH:36][C:4](=[O:6])[C:3]1[CH:7]=[CH:8][C:9]([CH3:11])=[CH:10][C:2]=1[CH3:1]. (5) The product is: [N:1]1[CH:6]=[CH:5][CH:4]=[CH:3][C:2]=1[CH2:7][N:8]([CH2:9][C:10]1[CH:15]=[CH:14][C:13](/[CH:16]=[CH:17]/[CH:18]([C:23]2[CH:28]=[C:27]([Cl:29])[C:26]([Cl:30])=[C:25]([Cl:31])[CH:24]=2)[C:19]([F:22])([F:21])[F:20])=[CH:12][C:11]=1[C:32]([F:35])([F:34])[F:33])[C:39]([CH:36]1[CH2:38][CH2:37]1)=[O:40]. Given the reactants [N:1]1[CH:6]=[CH:5][CH:4]=[CH:3][C:2]=1[CH2:7][NH:8][CH2:9][C:10]1[CH:15]=[CH:14][C:13](/[CH:16]=[CH:17]/[CH:18]([C:23]2[CH:28]=[C:27]([Cl:29])[C:26]([Cl:30])=[C:25]([Cl:31])[CH:24]=2)[C:19]([F:22])([F:21])[F:20])=[CH:12][C:11]=1[C:32]([F:35])([F:34])[F:33].[CH:36]1([C:39](Cl)=[O:40])[CH2:38][CH2:37]1, predict the reaction product. (6) Given the reactants [BH4-].[Na+].[C:3]1([C:9]2([CH:14]=[O:15])[CH2:13][CH2:12][CH2:11][CH2:10]2)[CH:8]=[CH:7][CH:6]=[CH:5][CH:4]=1, predict the reaction product. The product is: [C:3]1([C:9]2([CH2:14][OH:15])[CH2:13][CH2:12][CH2:11][CH2:10]2)[CH:8]=[CH:7][CH:6]=[CH:5][CH:4]=1. (7) Given the reactants [CH3:1][C:2]1[CH:11]=[CH:10][CH:9]=[C:8]2[C:3]=1[C:4](=[O:15])[C:5]([C:12]([OH:14])=O)=[CH:6][NH:7]2.[NH2:16][C:17]1[CH:24]=[CH:23][C:22]([N:25]2[CH:29]3[CH2:30][CH2:31][CH:26]2[CH2:27][CH2:28]3)=[CH:21][C:18]=1[C:19]#[N:20].C(P1(=O)OP(CCC)(=O)OP(CCC)(=O)O1)CC.N1C=CC=CC=1, predict the reaction product. The product is: [CH:29]12[N:25]([C:22]3[CH:23]=[CH:24][C:17]([NH:16][C:12]([C:5]4[C:4](=[O:15])[C:3]5[C:8](=[CH:9][CH:10]=[CH:11][C:2]=5[CH3:1])[NH:7][CH:6]=4)=[O:14])=[C:18]([C:19]#[N:20])[CH:21]=3)[CH:26]([CH2:31][CH2:30]1)[CH2:27][CH2:28]2. (8) Given the reactants C(O[BH-](OC(=O)C)OC(=O)C)(=O)C.[Na+].[CH:15]([C:17]1[N:18]=[C:19]([NH:22][C:23]([C:25]2[C:26]3[N:27]=[CH:28][CH:29]=[N:30][C:31]=3[C:32]([C:35]3[C:40]([Cl:41])=[C:39]([O:42][CH3:43])[CH:38]=[C:37]([O:44][CH3:45])[C:36]=3[Cl:46])=[CH:33][CH:34]=2)=[O:24])[NH:20][CH:21]=1)=O.[F:47][C:48]([F:52])([F:51])[CH2:49][NH2:50], predict the reaction product. The product is: [F:47][C:48]([F:52])([F:51])[CH2:49][NH:50][CH2:15][C:17]1[N:18]=[C:19]([NH:22][C:23]([C:25]2[C:26]3[N:27]=[CH:28][CH:29]=[N:30][C:31]=3[C:32]([C:35]3[C:36]([Cl:46])=[C:37]([O:44][CH3:45])[CH:38]=[C:39]([O:42][CH3:43])[C:40]=3[Cl:41])=[CH:33][CH:34]=2)=[O:24])[NH:20][CH:21]=1.